From a dataset of Forward reaction prediction with 1.9M reactions from USPTO patents (1976-2016). Predict the product of the given reaction. (1) Given the reactants [C:1]([CH2:3][C:4]1[CH:14]=[CH:13][C:7]([C:8]([O:10]CC)=[O:9])=[CH:6][CH:5]=1)#[N:2].[OH-].[Na+], predict the reaction product. The product is: [C:1]([CH2:3][C:4]1[CH:14]=[CH:13][C:7]([C:8]([OH:10])=[O:9])=[CH:6][CH:5]=1)#[N:2]. (2) Given the reactants [S:1]([Cl:4])(Cl)=[O:2].[Br:5][C:6]1[CH:11]=[CH:10][C:9](S(O)=O)=[CH:8][CH:7]=1, predict the reaction product. The product is: [Br:5][C:6]1[CH:11]=[CH:10][C:9]([S:1]([Cl:4])=[O:2])=[CH:8][CH:7]=1. (3) Given the reactants Cl.Cl.[C:3]([C:7]1[CH:12]=[CH:11][CH:10]=[CH:9][C:8]=1[N:13]1[CH2:18][CH2:17][NH:16][CH2:15][CH2:14]1)([CH3:6])([CH3:5])[CH3:4].[O:19]=[C:20]1[N:25]2[CH:26]=[CH:27][S:28][C:24]2=[N:23][CH:22]=[C:21]1[C:29](O)=[O:30].Cl.C(N=C=NCCCN(C)C)C.O.ON1C2C=CC=CC=2N=N1, predict the reaction product. The product is: [C:3]([C:7]1[CH:12]=[CH:11][CH:10]=[CH:9][C:8]=1[N:13]1[CH2:18][CH2:17][N:16]([C:29]([C:21]2[C:20](=[O:19])[N:25]3[CH:26]=[CH:27][S:28][C:24]3=[N:23][CH:22]=2)=[O:30])[CH2:15][CH2:14]1)([CH3:6])([CH3:4])[CH3:5]. (4) Given the reactants [S:1]1[C:5]2[CH:6]=[CH:7][CH:8]=[CH:9][C:4]=2[C:3]([N:10]2[CH2:15][CH2:14][N:13]([CH2:16][CH2:17][C:18]3[CH:19]=[C:20]4[C:24](=[CH:25][CH:26]=3)[C:23]([CH3:28])([CH3:27])[CH:22]([NH2:29])[C:21]4([CH3:31])[CH3:30])[CH2:12][CH2:11]2)=[N:2]1.[C:32](OC(=O)C)(=[O:34])[CH3:33].C(N(CC)CC)C, predict the reaction product. The product is: [S:1]1[C:5]2[CH:6]=[CH:7][CH:8]=[CH:9][C:4]=2[C:3]([N:10]2[CH2:15][CH2:14][N:13]([CH2:16][CH2:17][C:18]3[CH:19]=[C:20]4[C:24](=[CH:25][CH:26]=3)[C:23]([CH3:27])([CH3:28])[CH:22]([NH:29][C:32](=[O:34])[CH3:33])[C:21]4([CH3:31])[CH3:30])[CH2:12][CH2:11]2)=[N:2]1. (5) Given the reactants [CH3:1][N:2]1[C:6]2[CH:7]=[CH:8][C:9]([N:11]3[CH:16]=[C:15]([C:17]([O:19][CH2:20][CH3:21])=[O:18])[C:14](=[O:22])[NH:13][C:12]3=[O:23])=[CH:10][C:5]=2[N:4]=[CH:3]1.Br[CH2:25][C:26]1[CH:31]=[CH:30][CH:29]=[C:28]([C:32]([F:35])([F:34])[F:33])[C:27]=1[CH3:36].C(=O)([O-])[O-].[K+].[K+].[I-].[K+], predict the reaction product. The product is: [CH3:1][N:2]1[C:6]2[CH:7]=[CH:8][C:9]([N:11]3[CH:16]=[C:15]([C:17]([O:19][CH2:20][CH3:21])=[O:18])[C:14](=[O:22])[N:13]([CH2:25][C:26]4[CH:31]=[CH:30][CH:29]=[C:28]([C:32]([F:33])([F:34])[F:35])[C:27]=4[CH3:36])[C:12]3=[O:23])=[CH:10][C:5]=2[N:4]=[CH:3]1. (6) Given the reactants [C:1]1([CH3:18])[CH:6]=[CH:5][CH:4]=[CH:3][C:2]=1[C:7]1[CH:12]=[CH:11][N:10]=[CH:9][C:8]=1[NH:13][CH2:14][CH2:15][C:16]#[N:17].[F:19][C:20]([F:35])([F:34])[C:21]1[CH:22]=[C:23]([CH:27]=[C:28]([C:30]([F:33])([F:32])[F:31])[CH:29]=1)[C:24](O)=[O:25], predict the reaction product. The product is: [C:16]([CH2:15][CH2:14][N:13]([C:8]1[CH:9]=[N:10][CH:11]=[CH:12][C:7]=1[C:2]1[CH:3]=[CH:4][CH:5]=[CH:6][C:1]=1[CH3:18])[C:24](=[O:25])[C:23]1[CH:27]=[C:28]([C:30]([F:31])([F:32])[F:33])[CH:29]=[C:21]([C:20]([F:19])([F:34])[F:35])[CH:22]=1)#[N:17].